This data is from Forward reaction prediction with 1.9M reactions from USPTO patents (1976-2016). The task is: Predict the product of the given reaction. Given the reactants [H-].[Na+].[CH2:3]([OH:7])[C:4]#[C:5][CH3:6].Cl[C:9]1[CH:14]=[C:13]([CH2:15][C:16]2[CH:21]=[CH:20][CH:19]=[C:18]([Cl:22])[C:17]=2[F:23])[N:12]=[CH:11][N:10]=1.[Cl-].[NH4+], predict the reaction product. The product is: [CH2:3]([O:7][C:9]1[CH:14]=[C:13]([CH2:15][C:16]2[CH:21]=[CH:20][CH:19]=[C:18]([Cl:22])[C:17]=2[F:23])[N:12]=[CH:11][N:10]=1)[C:4]#[C:5][CH3:6].